Binary Classification. Given a drug SMILES string, predict its activity (active/inactive) in a high-throughput screening assay against a specified biological target. From a dataset of M1 muscarinic receptor antagonist screen with 61,756 compounds. The drug is s1c2c(CCCCC2)c(C(=O)NCC2OCCC2)c1. The result is 0 (inactive).